From a dataset of Reaction yield outcomes from USPTO patents with 853,638 reactions. Predict the reaction yield, written as a fraction of the theoretical maximum amount of product (1.0 means a 100% yield; for example, 0.34 means a 34% yield). (1) The reactants are [C:1]([O:4][C:5]1[CH:6]=[C:7]([CH:11]=[C:12]([O:14][C:15](=[O:17])[CH3:16])[CH:13]=1)[C:8]([OH:10])=O)(=[O:3])[CH3:2].C(N(CC)CC)C.CS(Cl)(=O)=O.[NH2:30][C:31]1[CH:36]=[CH:35][C:34]([OH:37])=[CH:33][CH:32]=1. The catalyst is O1CCCC1. The product is [C:15]([O:14][C:12]1[CH:11]=[C:7]([CH:6]=[C:5]([O:4][C:1](=[O:3])[CH3:2])[CH:13]=1)[C:8]([NH:30][C:31]1[CH:36]=[CH:35][C:34]([OH:37])=[CH:33][CH:32]=1)=[O:10])(=[O:17])[CH3:16]. The yield is 0.800. (2) The reactants are [CH2:1]([S:3]([N:6]1[CH2:11][CH2:10][CH:9]([C:12]2[C:20]3[C:15](=[C:16]([C:28]([NH2:30])=[O:29])[CH:17]=[C:18]([C:21]4[CH:25]=[C:24]([CH:26]=O)[S:23][CH:22]=4)[CH:19]=3)[NH:14][CH:13]=2)[CH2:8][CH2:7]1)(=[O:5])=[O:4])[CH3:2].[CH3:31][C:32]1[C:36]([CH2:37][NH:38][CH3:39])=[C:35]([CH3:40])[NH:34][N:33]=1.C(O[BH-](OC(=O)C)OC(=O)C)(=O)C.[Na+]. The catalyst is CS(C)=O.C(O)(=O)C. The product is [CH3:31][C:32]1[C:36]([CH2:37][N:38]([CH2:26][C:24]2[S:23][CH:22]=[C:21]([C:18]3[CH:19]=[C:20]4[C:15](=[C:16]([C:28]([NH2:30])=[O:29])[CH:17]=3)[NH:14][CH:13]=[C:12]4[CH:9]3[CH2:8][CH2:7][N:6]([S:3]([CH2:1][CH3:2])(=[O:5])=[O:4])[CH2:11][CH2:10]3)[CH:25]=2)[CH3:39])=[C:35]([CH3:40])[NH:34][N:33]=1. The yield is 0.110. (3) The reactants are [OH:1][C:2]1[CH:3]=[CH:4][C:5]2[S:10][C:9]([C:11]3[CH:16]=[CH:15][CH:14]=[CH:13][N:12]=3)=[N:8][C:7](=[O:17])[C:6]=2[CH:18]=1.Br[CH2:20][CH2:21][CH2:22][OH:23].C(=O)([O-])[O-].[K+].[K+].CN(C=O)C. The catalyst is O. The product is [OH:23][CH2:22][CH2:21][CH2:20][O:1][C:2]1[CH:3]=[CH:4][C:5]2[S:10][C:9]([C:11]3[CH:16]=[CH:15][CH:14]=[CH:13][N:12]=3)=[N:8][C:7](=[O:17])[C:6]=2[CH:18]=1. The yield is 0.540. (4) The reactants are [CH:1]([N:4]1[CH2:9][CH2:8][CH:7]([CH:10]2[CH2:14][CH2:13][CH2:12][N:11]2C(OC(C)(C)C)=O)[CH2:6][CH2:5]1)([CH3:3])[CH3:2].[ClH:22].O1CCOCC1. No catalyst specified. The product is [ClH:22].[CH:1]([N:4]1[CH2:5][CH2:6][CH:7]([CH:10]2[CH2:14][CH2:13][CH2:12][NH:11]2)[CH2:8][CH2:9]1)([CH3:3])[CH3:2]. The yield is 1.00.